Predict which catalyst facilitates the given reaction. From a dataset of Catalyst prediction with 721,799 reactions and 888 catalyst types from USPTO. (1) Reactant: Br[C:2]1[N:7]=[C:6]([C:8]2[CH:9]=[CH:10][C:11]3[CH2:18][N:17]([C:19](=[O:21])[CH3:20])[C:16]4[CH:22]=[CH:23][CH:24]=[CH:25][C:15]=4[CH2:14][CH2:13][C:12]=3[CH:26]=2)[CH:5]=[CH:4][CH:3]=1.C1C=CC(P(C2C(C3C(P(C4C=CC=CC=4)C4C=CC=CC=4)=CC=C4C=3C=CC=C4)=C3C(C=CC=C3)=CC=2)C2C=CC=CC=2)=CC=1.C(O[Na])(C)(C)C.[NH2:79][CH2:80][CH2:81][N:82]1[CH2:86][CH2:85][CH2:84][CH2:83]1. Product: [C:19]([N:17]1[CH2:18][C:11]2[CH:10]=[CH:9][C:8]([C:6]3[CH:5]=[CH:4][CH:3]=[C:2]([NH:79][CH2:80][CH2:81][N:82]4[CH2:86][CH2:85][CH2:84][CH2:83]4)[N:7]=3)=[CH:26][C:12]=2[CH2:13][CH2:14][C:15]2[CH:25]=[CH:24][CH:23]=[CH:22][C:16]1=2)(=[O:21])[CH3:20]. The catalyst class is: 11. (2) The catalyst class is: 2. Product: [CH2:1]([O:8][C:9]([NH:11][CH:12]1[N+:18]([O-:34])=[C:17]([CH3:19])[C:16]2[CH:20]=[CH:21][CH:22]=[C:23]([CH3:24])[C:15]=2[NH:14][C:13]1=[O:25])=[O:10])[C:2]1[CH:7]=[CH:6][CH:5]=[CH:4][CH:3]=1. Reactant: [CH2:1]([O:8][C:9]([NH:11][CH:12]1[N:18]=[C:17]([CH3:19])[C:16]2[CH:20]=[CH:21][CH:22]=[C:23]([CH3:24])[C:15]=2[NH:14][C:13]1=[O:25])=[O:10])[C:2]1[CH:7]=[CH:6][CH:5]=[CH:4][CH:3]=1.ClC1C=CC=C(C(OO)=[O:34])C=1. (3) Reactant: [Cl:1][C:2]1[CH:10]=[CH:9][C:8]([OH:11])=[CH:7][C:3]=1[C:4]([NH2:6])=[O:5].C(=O)([O-])[O-].[K+].[K+].[CH:18]1(Br)[CH2:22][CH2:21][CH2:20][CH2:19]1. Product: [Cl:1][C:2]1[CH:10]=[CH:9][C:8]([O:11][CH:18]2[CH2:22][CH2:21][CH2:20][CH2:19]2)=[CH:7][C:3]=1[C:4]([NH2:6])=[O:5]. The catalyst class is: 3. (4) Reactant: [CH2:1]([N:8]1[C:16]2[C:11](=[CH:12][C:13]([N:17]3[CH:21]=[CH:20][CH:19]=[CH:18]3)=[CH:14][CH:15]=2)[C:10]([C:22]2[CH:27]=[CH:26][CH:25]=[CH:24][CH:23]=2)=[C:9]1[C:28]([O:30]CC)=[O:29])[C:2]1[CH:7]=[CH:6][CH:5]=[CH:4][CH:3]=1.O.[OH-].[Li+]. Product: [CH2:1]([N:8]1[C:16]2[C:11](=[CH:12][C:13]([N:17]3[CH:18]=[CH:19][CH:20]=[CH:21]3)=[CH:14][CH:15]=2)[C:10]([C:22]2[CH:27]=[CH:26][CH:25]=[CH:24][CH:23]=2)=[C:9]1[C:28]([OH:30])=[O:29])[C:2]1[CH:7]=[CH:6][CH:5]=[CH:4][CH:3]=1. The catalyst class is: 87. (5) Reactant: [ClH:1].CCOCC.C(OC(=O)[NH:13][CH2:14][CH2:15][CH2:16][C:17](=[O:38])[NH:18][CH2:19][C:20]1[CH:28]=[CH:27][CH:26]=[C:25]2[C:21]=1[CH2:22][N:23]([CH:30]1[CH2:35][CH2:34][C:33](=[O:36])[NH:32][C:31]1=[O:37])[C:24]2=[O:29])(C)(C)C. Product: [ClH:1].[NH2:13][CH2:14][CH2:15][CH2:16][C:17]([NH:18][CH2:19][C:20]1[CH:28]=[CH:27][CH:26]=[C:25]2[C:21]=1[CH2:22][N:23]([CH:30]1[CH2:35][CH2:34][C:33](=[O:36])[NH:32][C:31]1=[O:37])[C:24]2=[O:29])=[O:38]. The catalyst class is: 85. (6) Reactant: [Br:1][C:2]1[CH:3]=[CH:4][C:5]([OH:30])=[C:6]([CH:29]=1)[C:7]([NH:9][C:10]1[S:11][C:12]([C:26](O)=[O:27])=[C:13]([C:15]2[C:20]([F:21])=[C:19]([F:22])[C:18]([F:23])=[C:17]([F:24])[C:16]=2[F:25])[N:14]=1)=[O:8].CN.O.O[N:35]1[C:39]2C=CC=CC=2N=N1.CCN=C=NCCCN(C)C.Cl.Cl. Product: [Br:1][C:2]1[CH:3]=[CH:4][C:5]([OH:30])=[C:6]([CH:29]=1)[C:7]([NH:9][C:10]1[S:11][C:12]([C:26]([NH:35][CH3:39])=[O:27])=[C:13]([C:15]2[C:16]([F:25])=[C:17]([F:24])[C:18]([F:23])=[C:19]([F:22])[C:20]=2[F:21])[N:14]=1)=[O:8]. The catalyst class is: 7. (7) Reactant: [Br:1][C:2]1[C:11]([F:12])=[CH:10][C:5]2[N:6]=[C:7](N)[S:8][C:4]=2[CH:3]=1.N(OCCC(C)C)=O. Product: [Br:1][C:2]1[C:11]([F:12])=[CH:10][C:5]2[N:6]=[CH:7][S:8][C:4]=2[CH:3]=1. The catalyst class is: 12. (8) Reactant: Cl[C:2]1[N:7]=[CH:6][N:5]=[C:4]([NH:8][CH3:9])[CH:3]=1.[NH2:10][C:11]1[CH:20]=[CH:19][C:14]([C:15]([O:17][CH3:18])=[O:16])=[CH:13][C:12]=1[N+:21]([O-:23])=[O:22].C([O-])([O-])=O.[Cs+].[Cs+].CC1(C)C2C(=C(P(C3C=CC=CC=3)C3C=CC=CC=3)C=CC=2)OC2C(P(C3C=CC=CC=3)C3C=CC=CC=3)=CC=CC1=2. Product: [CH3:9][NH:8][C:4]1[N:5]=[CH:6][N:7]=[C:2]([NH:10][C:11]2[CH:20]=[CH:19][C:14]([C:15]([O:17][CH3:18])=[O:16])=[CH:13][C:12]=2[N+:21]([O-:23])=[O:22])[CH:3]=1. The catalyst class is: 101.